From a dataset of Experimental lipophilicity measurements (octanol/water distribution) for 4,200 compounds from AstraZeneca. Regression/Classification. Given a drug SMILES string, predict its absorption, distribution, metabolism, or excretion properties. Task type varies by dataset: regression for continuous measurements (e.g., permeability, clearance, half-life) or binary classification for categorical outcomes (e.g., BBB penetration, CYP inhibition). For this dataset (lipophilicity_astrazeneca), we predict Y. (1) The compound is COc1cc(N2CCN(C(C)=O)CC2)ccc1Nc1ncc(OC)c(-c2cnc3ccccn23)n1. The Y is 3.20 logD. (2) The compound is CNC1=Nc2ncccc2C(c2ccco2)=NC1c1cccs1. The Y is 1.85 logD. (3) The molecule is O=C(Nc1cccc(Cl)c1)N1CCN(C[C@@H]2CCCN(C3CC3)C2)CC1. The Y is 2.74 logD. (4) The drug is Cc1cc(Nc2nc(O[C@@H](C)c3ncc(F)cn3)ncc2Cl)n[nH]1. The Y is 1.82 logD. (5) The compound is CC(C)Nc1nc(NCc2ccccc2)c2sccc2n1. The Y is 3.90 logD.